This data is from Forward reaction prediction with 1.9M reactions from USPTO patents (1976-2016). The task is: Predict the product of the given reaction. (1) The product is: [CH2:1]([C:3]1[S:19][C:6]2[N:7]([CH2:21][C:22]3[CH:27]=[CH:26][C:25]([C:28]4[CH:33]=[CH:32][CH:31]=[CH:30][C:29]=4[C:34]4[NH:38][C:37](=[O:44])[O:36][N:35]=4)=[CH:24][CH:23]=3)[C:8](=[O:18])[N:9]([C:12]3[CH:17]=[CH:16][CH:15]=[CH:14][CH:13]=3)[C:10](=[O:11])[C:5]=2[CH:4]=1)[CH3:2]. Given the reactants [CH2:1]([C:3]1[S:19][C:6]2[NH:7][C:8](=[O:18])[N:9]([C:12]3[CH:17]=[CH:16][CH:15]=[CH:14][CH:13]=3)[C:10](=[O:11])[C:5]=2[CH:4]=1)[CH3:2].Br[CH2:21][C:22]1[CH:27]=[CH:26][C:25]([C:28]2[CH:33]=[CH:32][CH:31]=[CH:30][C:29]=2[C:34]2[N:38]=[C:37](C(Cl)(Cl)Cl)[O:36][N:35]=2)=[CH:24][CH:23]=1.C(=O)([O-])[O-:44].[K+].[K+].CN(C)C=O, predict the reaction product. (2) Given the reactants [Cl:1][C:2]1[CH:3]=[C:4]([S:9]([N:12]2[CH2:46][CH2:45][CH2:44][C@H:13]2[C:14]([NH:16][C@@H:17]([CH2:22][NH:23][C:24]([N:26]2[CH2:31][CH2:30][CH:29]([CH2:32][N:33]3[C:41]4[CH:40]=[CH:39][N:38]=[CH:37][C:36]=4[N:35]=[C:34]3[CH2:42][CH3:43])[CH2:28][CH2:27]2)=[O:25])[C:18]([O:20]C)=[O:19])=[O:15])(=[O:11])=[O:10])[CH:5]=[C:6]([Cl:8])[CH:7]=1.O[Li:48].O, predict the reaction product. The product is: [Cl:8][C:6]1[CH:5]=[C:4]([S:9]([N:12]2[CH2:46][CH2:45][CH2:44][C@H:13]2[C:14]([NH:16][C@@H:17]([CH2:22][NH:23][C:24]([N:26]2[CH2:31][CH2:30][CH:29]([CH2:32][N:33]3[C:41]4[CH:40]=[CH:39][N:38]=[CH:37][C:36]=4[N:35]=[C:34]3[CH2:42][CH3:43])[CH2:28][CH2:27]2)=[O:25])[C:18]([O-:20])=[O:19])=[O:15])(=[O:10])=[O:11])[CH:3]=[C:2]([Cl:1])[CH:7]=1.[Li+:48]. (3) The product is: [CH3:33][O:34][NH:35][C:12]([C:9]1[CH:8]=[C:7]([N:15]2[CH2:16][CH2:17][CH:18]([NH:21][C:22]([C:24]3[NH:25][C:26]([CH3:31])=[C:27]([Cl:30])[C:28]=3[Cl:29])=[O:23])[CH2:19][CH2:20]2)[C:6]2[C:11](=[C:2]([F:1])[CH:3]=[CH:4][CH:5]=2)[N:10]=1)=[O:14]. Given the reactants [F:1][C:2]1[CH:3]=[CH:4][CH:5]=[C:6]2[C:11]=1[N:10]=[C:9]([C:12]([OH:14])=O)[CH:8]=[C:7]2[N:15]1[CH2:20][CH2:19][CH:18]([NH:21][C:22]([C:24]2[NH:25][C:26]([CH3:31])=[C:27]([Cl:30])[C:28]=2[Cl:29])=[O:23])[CH2:17][CH2:16]1.Cl.[CH3:33][O:34][NH2:35], predict the reaction product. (4) Given the reactants [CH:1]12[CH2:7][CH:4]([CH2:5][CH2:6]1)[CH2:3][CH:2]2[C:8]1[NH:12][C:11]2[C:13]([O:33]C)=[CH:14][CH:15]=[C:16]([C:17]([NH:19][CH:20]3[CH2:25][CH2:24][CH2:23][N:22](C(OCCCC)=O)[CH2:21]3)=[O:18])[C:10]=2[N:9]=1.B(Br)(Br)Br, predict the reaction product. The product is: [CH:1]12[CH2:7][CH:4]([CH2:5][CH2:6]1)[CH2:3][CH:2]2[C:8]1[NH:12][C:11]2[C:13]([OH:33])=[CH:14][CH:15]=[C:16]([C:17]([NH:19][CH:20]3[CH2:25][CH2:24][CH2:23][NH:22][CH2:21]3)=[O:18])[C:10]=2[N:9]=1. (5) Given the reactants [Br:1][C:2]1[CH:3]=[C:4]([NH2:9])[C:5]([CH3:8])=[N:6][CH:7]=1.N1C=CC=CC=1.[F:16][C:17]1[CH:22]=[C:21]([F:23])[CH:20]=[CH:19][C:18]=1[S:24](Cl)(=[O:26])=[O:25], predict the reaction product. The product is: [Br:1][C:2]1[CH:3]=[C:4]([NH:9][S:24]([C:18]2[CH:19]=[CH:20][C:21]([F:23])=[CH:22][C:17]=2[F:16])(=[O:26])=[O:25])[C:5]([CH3:8])=[N:6][CH:7]=1. (6) Given the reactants [NH2:1][C:2]1[CH:6]=[C:5]([C:7]([O:9][C:10]([CH3:13])([CH3:12])[CH3:11])=[O:8])[N:4]([CH3:14])[N:3]=1.Br[C:16]1[CH:21]=[C:20]([N:22]2[CH2:26][CH2:25][C@:24]([CH:29]3[CH2:31][CH2:30]3)([C:27]#[N:28])[C:23]2=[O:32])[CH:19]=[CH:18][N:17]=1.C(=O)([O-])[O-].[K+].[K+].C(=O)(O)[O-].[Na+], predict the reaction product. The product is: [C:27]([C@@:24]1([CH:29]2[CH2:30][CH2:31]2)[CH2:25][CH2:26][N:22]([C:20]2[CH:21]=[CH:16][N:17]=[C:18]([NH:1][C:2]3[CH:6]=[C:5]([C:7]([O:9][C:10]([CH3:11])([CH3:13])[CH3:12])=[O:8])[N:4]([CH3:14])[N:3]=3)[CH:19]=2)[C:23]1=[O:32])#[N:28]. (7) Given the reactants [N:1]1[CH:6]=[CH:5][C:4]([C@H:7]([NH2:9])[CH3:8])=[CH:3][CH:2]=1.C([O:14][C:15]([C:17]1[CH:22]=[CH:21][CH:20]=[CH:19][C:18]=1[C:23]1[CH:28]=[CH:27][C:26]([CH2:29][N:30]2[C:38]3[C:33](=[CH:34][C:35]([C:39](O)=[O:40])=[CH:36][CH:37]=3)[C:32]([CH3:42])=[C:31]2[CH3:43])=[CH:25][CH:24]=1)=[O:16])(C)(C)C, predict the reaction product. The product is: [CH3:43][C:31]1[N:30]([CH2:29][C:26]2[CH:27]=[CH:28][C:23]([C:18]3[C:17]([C:15]([OH:16])=[O:14])=[CH:22][CH:21]=[CH:20][CH:19]=3)=[CH:24][CH:25]=2)[C:38]2[C:33]([C:32]=1[CH3:42])=[CH:34][C:35]([C:39](=[O:40])[NH:9][C@@H:7]([C:4]1[CH:5]=[CH:6][N:1]=[CH:2][CH:3]=1)[CH3:8])=[CH:36][CH:37]=2.